From a dataset of Reaction yield outcomes from USPTO patents with 853,638 reactions. Predict the reaction yield, written as a fraction of the theoretical maximum amount of product (1.0 means a 100% yield; for example, 0.34 means a 34% yield). The reactants are [N:1]1([CH2:7][CH2:8][O:9][C:10]2[N:15]=[CH:14][C:13]3[NH:16]/[C:17](=[N:25]\[C:26](=[O:33])[C:27]4[CH:32]=[CH:31][CH:30]=[CH:29][CH:28]=4)/[N:18]([CH:19]4[CH2:24][CH2:23][NH:22][CH2:21][CH2:20]4)[C:12]=3[CH:11]=2)[CH2:6][CH2:5][CH2:4][CH2:3][CH2:2]1.C(=O)([O-])[O-].[K+].[K+].Br[CH2:41][CH:42]([CH3:44])[CH3:43]. The catalyst is CN(C=O)C. The product is [CH2:41]([N:22]1[CH2:21][CH2:20][CH:19]([N:18]2[C:12]3[CH:11]=[C:10]([O:9][CH2:8][CH2:7][N:1]4[CH2:2][CH2:3][CH2:4][CH2:5][CH2:6]4)[N:15]=[CH:14][C:13]=3[NH:16]/[C:17]/2=[N:25]\[C:26](=[O:33])[C:27]2[CH:32]=[CH:31][CH:30]=[CH:29][CH:28]=2)[CH2:24][CH2:23]1)[CH:42]([CH3:44])[CH3:43]. The yield is 0.200.